From a dataset of Reaction yield outcomes from USPTO patents with 853,638 reactions. Predict the reaction yield, written as a fraction of the theoretical maximum amount of product (1.0 means a 100% yield; for example, 0.34 means a 34% yield). (1) The reactants are [Cl:1][C:2]1[C:3]([CH3:10])=[C:4]([NH2:9])[C:5]([NH2:8])=[N:6][CH:7]=1.[OH:11][C:12]1[CH:13]=[C:14]([CH:17]=[CH:18][C:19]=1[N+:20]([O-:22])=[O:21])[CH:15]=O. The catalyst is CN(C=O)C. The product is [Cl:1][C:2]1[C:3]([CH3:10])=[C:4]2[N:9]=[C:15]([C:14]3[CH:17]=[CH:18][C:19]([N+:20]([O-:22])=[O:21])=[C:12]([OH:11])[CH:13]=3)[NH:8][C:5]2=[N:6][CH:7]=1. The yield is 0.180. (2) The reactants are [Mg].[Cl:2][C:3]1[CH:10]=[CH:9][C:6]([CH2:7]Cl)=[C:5]([O:11][CH3:12])[CH:4]=1.[O:13]=[C:14]1[CH2:19][CH2:18][N:17]([C:20]([O:22][C:23]([CH3:26])([CH3:25])[CH3:24])=[O:21])[CH2:16][CH2:15]1. The catalyst is C(OCC)C.[Cl-].[NH4+].II. The product is [Cl:2][C:3]1[CH:10]=[CH:9][C:6]([CH2:7][C:14]2([OH:13])[CH2:15][CH2:16][N:17]([C:20]([O:22][C:23]([CH3:25])([CH3:24])[CH3:26])=[O:21])[CH2:18][CH2:19]2)=[C:5]([O:11][CH3:12])[CH:4]=1. The yield is 0.370. (3) The reactants are C([O-])(=O)C.[Cs+].F[C:31](F)(F)[C:28]1[CH:29]=[CH:30][C:25](P([C:25]2[CH:30]=[CH:29][C:28]([C:31](F)(F)F)=[CH:27][CH:26]=2)[C:25]2[CH:30]=[CH:29][C:28]([C:31](F)(F)F)=[CH:27][CH:26]=2)=[CH:26][CH:27]=1.CN(C)C=O.[N:42]1[CH:43]=[N:44][N:45]2[CH:50]=[C:49]([C:51]3[O:55][C:54]([CH3:57])([CH3:56])[C:53](=[O:58])[CH:52]=3)[CH:48]=[CH:47][C:46]=12.IC1C=CC=C(C)C=1. The catalyst is C([O-])(=O)C.[Pd+2].C([O-])(=O)C. The product is [N:42]1[CH:43]=[N:44][N:45]2[CH:50]=[C:49]([C:51]3[O:55][C:54]([CH3:56])([CH3:57])[C:53](=[O:58])[C:52]=3[C:30]3[CH:29]=[C:28]([CH3:31])[CH:27]=[CH:26][CH:25]=3)[CH:48]=[CH:47][C:46]=12. The yield is 0.400. (4) The reactants are [F:1][C:2]1[C:11]([CH3:12])=[CH:10][C:5]([C:6]([O:8][CH3:9])=[O:7])=[C:4]([N+:13]([O-])=O)[CH:3]=1. The catalyst is CO.[Pd]. The product is [NH2:13][C:4]1[CH:3]=[C:2]([F:1])[C:11]([CH3:12])=[CH:10][C:5]=1[C:6]([O:8][CH3:9])=[O:7]. The yield is 0.500. (5) The reactants are O.Cl.[NH2:3][C@@H:4]([C:7]([OH:9])=[O:8])[CH2:5][SH:6].[OH:10][C:11]1[CH:18]=[C:17]([OH:19])[CH:16]=[CH:15][C:12]=1[C:13]#N.P([O-])([O-])([O-])=O.C([O-])(O)=O.[Na+]. The catalyst is CO. The product is [OH:10][C:11]1[CH:18]=[C:17]([OH:19])[CH:16]=[CH:15][C:12]=1[C:13]1[S:6][CH2:5][C@H:4]([C:7]([OH:9])=[O:8])[N:3]=1. The yield is 0.660. (6) The reactants are [NH2:1][C:2](=[O:34])[C:3]([NH:6][C:7](=O)[C:8]1[CH:13]=[CH:12][CH:11]=[C:10]([C:14]2[C:23]3[C:18](=[CH:19][C:20]([O:29]C)=[C:21]4[O:26][C:25]([CH3:28])([CH3:27])[CH2:24][C:22]4=3)[CH2:17][C:16]([CH3:32])([CH3:31])[N:15]=2)[CH:9]=1)([CH3:5])[CH3:4].ClC(Cl)(Cl)C(Cl)=O.[Cl-].[Al+3].[Cl-].[Cl-].[OH-].[Na+]. The catalyst is ClCCCl. The product is [OH:29][C:20]1[CH:19]=[C:18]2[C:23](=[C:22]3[CH2:24][C:25]([CH3:28])([CH3:27])[O:26][C:21]=13)[C:14]([C:10]1[CH:9]=[C:8]([C:7]3[NH:6][C:3]([CH3:4])([CH3:5])[C:2](=[O:34])[N:1]=3)[CH:13]=[CH:12][CH:11]=1)=[N:15][C:16]([CH3:31])([CH3:32])[CH2:17]2. The yield is 0.320. (7) The yield is 0.790. The catalyst is CO.C1COCC1.O. The reactants are [F:1][C:2]([F:31])([F:30])[C:3]1[CH:8]=[CH:7][CH:6]=[CH:5][C:4]=1[C:9]1[CH2:10][C@@H:11]2[CH2:15][N:14]([C:16]([NH:18][C:19]3[CH:28]=[CH:27][CH:26]=[CH:25][C:20]=3[C:21]([O:23]C)=[O:22])=[O:17])[CH2:13][C@@H:12]2[CH:29]=1.O[Li].O.Cl. The product is [F:30][C:2]([F:1])([F:31])[C:3]1[CH:8]=[CH:7][CH:6]=[CH:5][C:4]=1[C:9]1[CH2:29][C@@H:12]2[CH2:13][N:14]([C:16]([NH:18][C:19]3[CH:28]=[CH:27][CH:26]=[CH:25][C:20]=3[C:21]([OH:23])=[O:22])=[O:17])[CH2:15][C@@H:11]2[CH:10]=1.